Dataset: Drug-target binding data from BindingDB using IC50 measurements. Task: Regression. Given a target protein amino acid sequence and a drug SMILES string, predict the binding affinity score between them. We predict pIC50 (pIC50 = -log10(IC50 in M); higher means more potent). Dataset: bindingdb_ic50. The compound is C[C@@H]1C[C@H]2O[C@@H]2/C=C\C=C\C(=N/OCC(=O)NCC2CCCCC2)Cc2c(Cl)c(O)cc(O)c2C(=O)O1. The target protein (Q9WUD9) has sequence MGSNKSKPKDASQRRRSLEPAENVHGAGGAFPASQTPSKPASADGHRGPNAAFVPPAAAEPKLFGGFNSSDTVTSPQRAGPLAGGVTTFVALYDYESRTETDLSFKKGERLQIVNNTEGDWWLAHSLSTGQTGYIPSNYVAPSDSIQAEEWYFGKITRRESERLLLNAENPRGTFLVRESETTKGAYCLSVSDFDNAKGLNVKHYKIRKLDSGGFYITSRTQFNSLQQLVAYYSKHADGLCHRLTTVCPTSKPQTQGLAKDAWEIPRESLRLEVKLGQGCFGEVWMGTWNGTTRVAIKTLKPGTMSPEAFLQEAQVMKKLRHEKLVQLYAVVSEEPIYIVTEYMNKGSLLDFLKGETGKYLRLPQLVDMSAQIASGMAYVERMNYVHRDLRAANILVGENLVCKVADFGLARLIEDNEYTARQGAKFPIKWTAPEAALYGRFTIKSDVWSFGILLTELTTKGRVPYPGMVNREVLDQVERGYRMPCPPECPESLHDLMCQ.... The pIC50 is 7.8.